Dataset: Full USPTO retrosynthesis dataset with 1.9M reactions from patents (1976-2016). Task: Predict the reactants needed to synthesize the given product. (1) Given the product [NH2:1][C:2]1[CH:7]=[CH:6][C:5]([CH2:8][C:9]([NH:11][CH2:12][CH2:13][N:14]([CH3:16])[CH3:15])=[O:10])=[CH:4][C:3]=1[C:34]1[CH2:33][CH2:32][C:31]([CH3:26])([CH3:56])[CH2:36][CH:35]=1, predict the reactants needed to synthesize it. The reactants are: [NH2:1][C:2]1[CH:7]=[CH:6][C:5]([CH2:8][C:9]([NH:11][CH2:12][CH2:13][N:14]([CH3:16])[CH3:15])=[O:10])=[CH:4][C:3]=1Br.C1(P(C2CCCCC2)C2C=CC=C[C:26]=2[C:31]2[C:36](OC)=[CH:35][CH:34]=[CH:33][C:32]=2OC)CCCCC1.[O-]P([O-])([O-])=O.[K+].[K+].[K+].O1CCOC[CH2:56]1. (2) Given the product [CH3:1][C:2]1[C:11]2[C:6](=[CH:7][C:8]([OH:12])=[CH:9][CH:10]=2)[O:5][CH:4]([C:21]2[CH:35]=[CH:34][C:24]([O:25][CH2:26][CH2:27][N:28]3[CH2:33][CH2:32][CH2:31][CH2:30][CH2:29]3)=[CH:23][CH:22]=2)[C:3]=1[CH2:36][O:37][CH2:38][CH2:39][Si:40]([CH3:41])([CH3:43])[CH3:42], predict the reactants needed to synthesize it. The reactants are: [CH3:1][C:2]1[C:11]2[C:6](=[CH:7][C:8]([O:12]COCC[Si](C)(C)C)=[CH:9][CH:10]=2)[O:5][CH:4]([C:21]2[CH:35]=[CH:34][C:24]([O:25][CH2:26][CH2:27][N:28]3[CH2:33][CH2:32][CH2:31][CH2:30][CH2:29]3)=[CH:23][CH:22]=2)[C:3]=1[CH2:36][O:37][CH2:38][CH2:39][Si:40]([CH3:43])([CH3:42])[CH3:41].CCCC[N+](CCCC)(CCCC)CCCC.[F-]. (3) Given the product [NH2:53][C:54]1[C:55]([C:56](=[O:57])[NH2:58])=[CH:59][CH:60]=[CH:61][C:62]=1[NH:63][C:21]([CH:12]1[C:13]2[C:18](=[CH:17][CH:16]=[CH:15][CH:14]=2)[CH2:19][CH2:20][N:11]1[C:9]([O:8][CH2:1][C:2]1[CH:7]=[CH:6][CH:5]=[CH:4][CH:3]=1)=[O:10])=[O:22], predict the reactants needed to synthesize it. The reactants are: [CH2:1]([O:8][C:9]([N:11]1[CH2:20][CH2:19][C:18]2[C:13](=[CH:14][CH:15]=[CH:16][CH:17]=2)[CH:12]1[C:21](O)=[O:22])=[O:10])[C:2]1[CH:7]=[CH:6][CH:5]=[CH:4][CH:3]=1.CCN=C=NCCCN(C)C.Cl.C1C=NC2N(O)N=NC=2C=1.C(N(CC)CC)C.[NH2:53][C:54]1[C:62]([NH2:63])=[CH:61][CH:60]=[CH:59][C:55]=1[C:56]([NH2:58])=[O:57]. (4) Given the product [CH3:11][N:12]([CH3:14])/[CH:13]=[CH:1]/[C:2](=[O:8])[CH2:3][CH2:4][C:5](=[O:7])/[CH:6]=[CH:11]/[N:12]([CH3:14])[CH3:13], predict the reactants needed to synthesize it. The reactants are: [CH3:1][C:2](=[O:8])[CH2:3][CH2:4][C:5](=[O:7])[CH3:6].CO[CH:11](OC)[N:12]([CH3:14])[CH3:13]. (5) The reactants are: C(OC([N:8]1[CH2:13][CH2:12][C@H:11]([C:14]2[CH:19]=[CH:18][C:17]([O:20][CH2:21][CH2:22][O:23][C:24]3[C:29]([Cl:30])=[CH:28][C:27]([CH3:31])=[CH:26][C:25]=3[Cl:32])=[CH:16][CH:15]=2)[C@@H:10]([C:33](=[O:51])[N:34]([CH2:38]C2C=C(Cl)C=CC=2CCCOC)[CH:35]2[CH2:37][CH2:36]2)[CH2:9]1)=O)(C)(C)C.Cl.[CH2:53]([Cl:55])Cl. Given the product [Cl:55][C:53]1[CH:18]=[CH:19][C:14]([CH2:15][CH2:16][CH2:17][O:20][CH3:21])=[CH:11][C:10]=1[CH2:38][N:34]([CH:35]1[CH2:37][CH2:36]1)[C:33]([C@@H:10]1[C@@H:11]([C:14]2[CH:19]=[CH:18][C:17]([O:20][CH2:21][CH2:22][O:23][C:24]3[C:25]([Cl:32])=[CH:26][C:27]([CH3:31])=[CH:28][C:29]=3[Cl:30])=[CH:16][CH:15]=2)[CH2:12][CH2:13][NH:8][CH2:9]1)=[O:51], predict the reactants needed to synthesize it. (6) Given the product [Cl:10][C:11]1[CH:12]=[C:13]([CH:26]=[CH:27][C:28]=1[Cl:29])[CH2:14][N:15]1[CH:16]=[CH:17][C:18]([CH:19]=[O:20])=[CH:24][CH2:25]1, predict the reactants needed to synthesize it. The reactants are: CC(C[AlH]CC(C)C)C.[Cl:10][C:11]1[CH:12]=[C:13]([CH:26]=[CH:27][C:28]=1[Cl:29])[CH2:14][N:15]1[CH2:25][CH2:24][CH:18]([C:19](OCC)=[O:20])[CH2:17][CH2:16]1.C(=O)(O)[O-].[Na+]. (7) Given the product [C:20]([C:17]1[C:18]2[S:19][C:9]3[CH:8]=[C:1]([C:2]([O:4][CH3:32])=[O:3])[CH:12]=[CH:11][C:10]=3[C:13]=2[C:14]([NH:22][CH2:23][C:24]2[CH:25]=[CH:26][C:27]([O:30][CH3:31])=[CH:28][CH:29]=2)=[N:15][CH:16]=1)#[N:21], predict the reactants needed to synthesize it. The reactants are: [CH3:1][C:2]([O-:4])=[O:3].[Na+].BrC1[CH:12]=[CH:11][C:10]2[C:13]3[C:14]([NH:22][CH2:23][C:24]4[CH:29]=[CH:28][C:27]([O:30][CH3:31])=[CH:26][CH:25]=4)=[N:15][CH:16]=[C:17]([C:20]#[N:21])[C:18]=3[S:19][C:9]=2[CH:8]=1.[CH3:32]N(C=O)C.[C]=O.